This data is from Full USPTO retrosynthesis dataset with 1.9M reactions from patents (1976-2016). The task is: Predict the reactants needed to synthesize the given product. (1) The reactants are: Br[C:2]1[C:7](=[O:8])[N:6]([CH2:9][C:10]2[CH:15]=[CH:14][C:13]([C:16]3[C:17]([C:22]#[N:23])=[CH:18][CH:19]=[CH:20][CH:21]=3)=[CH:12][CH:11]=2)[C:5]([CH2:24][CH2:25][CH3:26])=[N:4][C:3]=1[CH2:27][CH3:28].[CH2:29]([C:31]1[CH:36]=[CH:35][C:34]([OH:37])=[CH:33][CH:32]=1)[CH3:30].[OH-].[K+].CS(C)=O. Given the product [CH2:27]([C:3]1[N:4]=[C:5]([CH2:24][CH2:25][CH3:26])[N:6]([CH2:9][C:10]2[CH:15]=[CH:14][C:13]([C:16]3[C:17]([C:22]#[N:23])=[CH:18][CH:19]=[CH:20][CH:21]=3)=[CH:12][CH:11]=2)[C:7](=[O:8])[C:2]=1[O:37][C:34]1[CH:35]=[CH:36][C:31]([CH2:29][CH3:30])=[CH:32][CH:33]=1)[CH3:28], predict the reactants needed to synthesize it. (2) Given the product [NH2:28][CH2:29][C@@H:30]([CH3:31])[O:32][C:2]1[CH:11]=[CH:10][CH:9]=[C:8]2[C:3]=1[C:4]([NH:12][C:13]1[CH:18]=[CH:17][C:16]([O:19][C:20]3[CH:21]=[N:22][C:23]([CH3:26])=[CH:24][CH:25]=3)=[C:15]([CH3:27])[CH:14]=1)=[N:5][CH:6]=[N:7]2, predict the reactants needed to synthesize it. The reactants are: F[C:2]1[CH:11]=[CH:10][CH:9]=[C:8]2[C:3]=1[C:4]([NH:12][C:13]1[CH:18]=[CH:17][C:16]([O:19][C:20]3[CH:21]=[N:22][C:23]([CH3:26])=[CH:24][CH:25]=3)=[C:15]([CH3:27])[CH:14]=1)=[N:5][CH:6]=[N:7]2.[NH2:28][CH2:29][C@H:30]([OH:32])[CH3:31]. (3) Given the product [Cl:1][C:2]1[CH:7]=[CH:6][C:5]([C:8]2[C:13]([NH:14][NH:15][C:39](=[O:40])[CH2:38][CH3:37])=[N:12][N:11]([CH2:16][C:17]3[C:18]([CH3:27])=[N:19][C:20]([C:23]([F:25])([F:26])[F:24])=[CH:21][CH:22]=3)[C:10](=[O:28])[C:9]=2[C:29]2[CH:30]=[CH:31][C:32]([C:33]#[N:34])=[CH:35][CH:36]=2)=[CH:4][CH:3]=1, predict the reactants needed to synthesize it. The reactants are: [Cl:1][C:2]1[CH:7]=[CH:6][C:5]([C:8]2[C:13]([NH:14][NH2:15])=[N:12][N:11]([CH2:16][C:17]3[C:18]([CH3:27])=[N:19][C:20]([C:23]([F:26])([F:25])[F:24])=[CH:21][CH:22]=3)[C:10](=[O:28])[C:9]=2[C:29]2[CH:36]=[CH:35][C:32]([C:33]#[N:34])=[CH:31][CH:30]=2)=[CH:4][CH:3]=1.[CH2:37]1C[O:40][CH2:39][CH2:38]1.CCN(CC)CC.C(Cl)(=O)CC. (4) The reactants are: O[Li].O.[Br:4][C:5]1[CH:6]=[CH:7][C:8]2[N:9]([CH2:19][CH:20]3[O:24]C(=O)[N:22]([C:26]4[CH:31]=[CH:30][N:29]=[CH:28][CH:27]=4)[CH2:21]3)[C:10]3[C:15]([C:16]=2[CH:17]=1)=[CH:14][C:13]([Br:18])=[CH:12][CH:11]=3. Given the product [Br:18][C:13]1[CH:12]=[CH:11][C:10]2[N:9]([CH2:19][CH:20]([OH:24])[CH2:21][NH:22][C:26]3[CH:31]=[CH:30][N:29]=[CH:28][CH:27]=3)[C:8]3[C:16]([C:15]=2[CH:14]=1)=[CH:17][C:5]([Br:4])=[CH:6][CH:7]=3, predict the reactants needed to synthesize it. (5) The reactants are: [C:1]([C:5]1[CH:9]=[C:8]([N:10]=[C:11]=[O:12])[N:7]([C:13]2[CH:18]=[CH:17][CH:16]=[CH:15][CH:14]=2)[N:6]=1)([CH3:4])([CH3:3])[CH3:2].[F:19][C:20]1[CH:26]=[C:25]([O:27][C:28]2[C:33]3=[N:34][CH:35]=[C:36]([N:38]4[CH2:43][CH2:42][N:41]([CH3:44])[CH2:40][CH2:39]4)[N:37]=[C:32]3[N:31]=[CH:30][CH:29]=2)[CH:24]=[CH:23][C:21]=1[NH2:22]. Given the product [C:1]([C:5]1[CH:9]=[C:8]([NH:10][C:11]([NH:22][C:21]2[CH:23]=[CH:24][C:25]([O:27][C:28]3[C:33]4[C:32](=[N:37][C:36]([N:38]5[CH2:39][CH2:40][N:41]([CH3:44])[CH2:42][CH2:43]5)=[CH:35][N:34]=4)[N:31]=[CH:30][CH:29]=3)=[CH:26][C:20]=2[F:19])=[O:12])[N:7]([C:13]2[CH:18]=[CH:17][CH:16]=[CH:15][CH:14]=2)[N:6]=1)([CH3:4])([CH3:2])[CH3:3], predict the reactants needed to synthesize it.